From a dataset of Full USPTO retrosynthesis dataset with 1.9M reactions from patents (1976-2016). Predict the reactants needed to synthesize the given product. (1) Given the product [Cl:1][C:2]1[C:3]([F:44])=[C:4]([C@@H:8]2[C@:12]([C:15]3[CH:20]=[CH:19][C:18]([Cl:21])=[CH:17][C:16]=3[F:22])([C:13]#[N:14])[C@H:11]([CH2:23][C:24]([CH3:27])([CH3:25])[CH3:26])[NH:10][C@H:9]2[C:28]([NH:30][C:31]2[CH:32]=[CH:33][C:34]3[O:38][C:37]([C:39]([OH:41])=[O:40])=[N:36][C:35]=3[CH:43]=2)=[O:29])[CH:5]=[CH:6][CH:7]=1, predict the reactants needed to synthesize it. The reactants are: [Cl:1][C:2]1[C:3]([F:44])=[C:4]([C@@H:8]2[C@:12]([C:15]3[CH:20]=[CH:19][C:18]([Cl:21])=[CH:17][C:16]=3[F:22])([C:13]#[N:14])[C@H:11]([CH2:23][C:24]([CH3:27])([CH3:26])[CH3:25])[NH:10][C@H:9]2[C:28]([NH:30][C:31]2[CH:32]=[CH:33][C:34]3[O:38][C:37]([C:39]([O:41]C)=[O:40])=[N:36][C:35]=3[CH:43]=2)=[O:29])[CH:5]=[CH:6][CH:7]=1.O.[OH-].[Li+].Cl. (2) Given the product [N:2]1([NH:1][C:11](=[O:12])[CH2:10][C:9](=[O:13])[CH3:8])[CH2:7][CH2:6][O:5][CH2:4][CH2:3]1, predict the reactants needed to synthesize it. The reactants are: [NH2:1][N:2]1[CH2:7][CH2:6][O:5][CH2:4][CH2:3]1.[CH2:8]=[C:9]1[O:13][C:11](=[O:12])[CH2:10]1. (3) Given the product [F:21][C:3]1[CH:4]=[C:5]([C:8]2[CH:13]=[CH:12][C:11]([CH:14]([N:16]3[CH2:20][CH2:19][CH2:18][CH2:17]3)[CH3:15])=[CH:10][CH:9]=2)[CH:6]=[CH:7][C:2]=1[C:26]1[CH:27]=[N:22][CH:23]=[N:24][CH:25]=1, predict the reactants needed to synthesize it. The reactants are: Br[C:2]1[CH:7]=[CH:6][C:5]([C:8]2[CH:13]=[CH:12][C:11]([CH:14]([N:16]3[CH2:20][CH2:19][CH2:18][CH2:17]3)[CH3:15])=[CH:10][CH:9]=2)=[CH:4][C:3]=1[F:21].[N:22]1[CH:27]=[C:26](B(O)O)[CH:25]=[N:24][CH:23]=1. (4) Given the product [CH3:23][O:22][C:18]1[CH:17]=[C:16]([CH:21]=[CH:20][CH:19]=1)[C:15]([NH:1][C:2]1[N:6]([C:7]2[CH:12]=[CH:11][CH:10]=[CH:9][CH:8]=2)[N:5]=[CH:4][C:3]=1[C:13]#[N:14])=[O:24], predict the reactants needed to synthesize it. The reactants are: [NH2:1][C:2]1[N:6]([C:7]2[CH:12]=[CH:11][CH:10]=[CH:9][CH:8]=2)[N:5]=[CH:4][C:3]=1[C:13]#[N:14].[C:15](Cl)(=[O:24])[C:16]1[CH:21]=[CH:20][CH:19]=[C:18]([O:22][CH3:23])[CH:17]=1.C(N(CC)CC)C.C(Cl)(=O)C1C=CC(OC)=CC=1. (5) Given the product [O:4]=[C:1]([NH:18][C:17]1[CH:19]=[CH:20][CH:21]=[C:15]([C:14]([F:13])([F:22])[F:23])[CH:16]=1)[CH2:11][C:10]([O:9][CH3:6])=[O:12], predict the reactants needed to synthesize it. The reactants are: [C:1](=[O:4])([O-])O.[Na+].[CH:6]([O:9][C:10](=[O:12])[CH3:11])(C)C.[F:13][C:14]([F:23])([F:22])[C:15]1[CH:16]=[C:17]([CH:19]=[CH:20][CH:21]=1)[NH2:18].CC(C(Cl)=O)C(Cl)=O. (6) Given the product [OH:31][C:27]1[C:26]([CH3:39])=[CH:25][C:24]([C:14]2([C:10]3[CH:11]=[C:12]([CH3:13])[C:7]([OH:6])=[C:8]([CH3:40])[CH:9]=3)[C:22]3[C:17](=[CH:18][CH:19]=[CH:20][CH:21]=3)[N:16]([C:44]3[CH:45]=[CH:46][CH:47]=[CH:48][C:43]=3[CH3:52])[C:15]2=[O:23])=[CH:29][C:28]=1[CH3:30], predict the reactants needed to synthesize it. The reactants are: C([Si](C)(C)[O:6][C:7]1[C:12]([CH3:13])=[CH:11][C:10]([C:14]2([C:24]3[CH:29]=[C:28]([CH3:30])[C:27]([O:31][Si](C(C)(C)C)(C)C)=[C:26]([CH3:39])[CH:25]=3)[C:22]3[C:17](=[CH:18][CH:19]=[CH:20][CH:21]=3)[NH:16][C:15]2=[O:23])=[CH:9][C:8]=1[CH3:40])(C)(C)C.[C:43]1([CH3:52])[CH:48]=[CH:47][CH:46]=[CH:45][C:44]=1B(O)O.C(N(CC)CC)C.[F-].C([N+](CCCC)(CCCC)CCCC)CCC.Cl. (7) Given the product [NH2:15][C:4]1[S:5][C:6]([C:7]2[CH:12]=[C:11]([CH3:13])[CH:10]=[CH:9][C:8]=2[CH3:14])=[C:2]([Br:1])[C:3]=1[C:18]#[N:19], predict the reactants needed to synthesize it. The reactants are: [Br:1][C:2]1[C:3]([C:18]#[N:19])=[C:4]([N+:15]([O-])=O)[S:5][C:6]=1[C:7]1[CH:12]=[C:11]([CH3:13])[CH:10]=[CH:9][C:8]=1[CH3:14].[OH-].[Na+]. (8) Given the product [CH2:1]([C@@H:8]1[CH2:12][O:11][C:10](=[O:13])[N:9]1[C:14](=[O:19])[C@H:15]([CH3:18])/[CH:16]=[CH:17]/[CH2:20][Si:23]([CH3:26])([CH3:25])[CH3:24])[C:2]1[CH:3]=[CH:4][CH:5]=[CH:6][CH:7]=1, predict the reactants needed to synthesize it. The reactants are: [CH2:1]([C@@H:8]1[CH2:12][O:11][C:10](=[O:13])[N:9]1[C:14](=[O:19])[C@H:15]([CH3:18])[CH:16]=[CH2:17])[C:2]1[CH:7]=[CH:6][CH:5]=[CH:4][CH:3]=1.[CH2:20]([Si:23]([CH3:26])([CH3:25])[CH3:24])C=C.